Dataset: NCI-60 drug combinations with 297,098 pairs across 59 cell lines. Task: Regression. Given two drug SMILES strings and cell line genomic features, predict the synergy score measuring deviation from expected non-interaction effect. (1) Drug 1: C1=CC(=CC=C1CCCC(=O)O)N(CCCl)CCCl. Drug 2: C1CCC(C(C1)N)N.C(=O)(C(=O)[O-])[O-].[Pt+4]. Cell line: BT-549. Synergy scores: CSS=15.2, Synergy_ZIP=-8.83, Synergy_Bliss=-8.97, Synergy_Loewe=-8.60, Synergy_HSA=-7.19. (2) Drug 1: CC12CCC3C(C1CCC2O)C(CC4=C3C=CC(=C4)O)CCCCCCCCCS(=O)CCCC(C(F)(F)F)(F)F. Drug 2: CCC1=C2CN3C(=CC4=C(C3=O)COC(=O)C4(CC)O)C2=NC5=C1C=C(C=C5)O. Cell line: SF-539. Synergy scores: CSS=14.7, Synergy_ZIP=7.02, Synergy_Bliss=9.69, Synergy_Loewe=-18.1, Synergy_HSA=0.778. (3) Drug 1: CCC1=CC2CC(C3=C(CN(C2)C1)C4=CC=CC=C4N3)(C5=C(C=C6C(=C5)C78CCN9C7C(C=CC9)(C(C(C8N6C)(C(=O)OC)O)OC(=O)C)CC)OC)C(=O)OC.C(C(C(=O)O)O)(C(=O)O)O. Drug 2: C1C(C(OC1N2C=C(C(=O)NC2=O)F)CO)O. Cell line: SNB-75. Synergy scores: CSS=47.0, Synergy_ZIP=-11.7, Synergy_Bliss=-8.53, Synergy_Loewe=-6.47, Synergy_HSA=-2.92. (4) Drug 1: C1CN1C2=NC(=NC(=N2)N3CC3)N4CC4. Drug 2: CC1=CC2C(CCC3(C2CCC3(C(=O)C)OC(=O)C)C)C4(C1=CC(=O)CC4)C. Cell line: LOX IMVI. Synergy scores: CSS=34.4, Synergy_ZIP=4.88, Synergy_Bliss=5.75, Synergy_Loewe=-4.58, Synergy_HSA=6.21. (5) Drug 1: CC1=C(C=C(C=C1)NC(=O)C2=CC=C(C=C2)CN3CCN(CC3)C)NC4=NC=CC(=N4)C5=CN=CC=C5. Drug 2: C(CC(=O)O)C(=O)CN.Cl. Cell line: OVCAR-4. Synergy scores: CSS=14.9, Synergy_ZIP=-5.90, Synergy_Bliss=-2.88, Synergy_Loewe=0.588, Synergy_HSA=0.829.